This data is from Full USPTO retrosynthesis dataset with 1.9M reactions from patents (1976-2016). The task is: Predict the reactants needed to synthesize the given product. (1) Given the product [OH:1][CH2:2][CH2:3][O:4][CH2:5][C:6]1[N:7]=[CH:8][S:9][C:10]=1/[CH:11]=[CH:12]\[S:13][C:14]1[C@H:15]([CH3:45])[C@@H:16]2[C@@H:33]([C@H:34]([OH:36])[CH3:35])[C:32](=[O:44])[N:17]2[C:18]=1[C:19]([O-:21])=[O:20].[Na+:52], predict the reactants needed to synthesize it. The reactants are: [OH:1][CH2:2][CH2:3][O:4][CH2:5][C:6]1[N:7]=[CH:8][S:9][C:10]=1/[CH:11]=[CH:12]\[S:13][C:14]1[C@H:15]([CH3:45])[C@@H:16]2[C@@H:33]([C@H:34]([O:36][Si](CC)(CC)CC)[CH3:35])[C:32](=[O:44])[N:17]2[C:18]=1[C:19]([O:21]CC1C=CC([N+]([O-])=O)=CC=1)=[O:20].Cl.O.C(=O)(O)[O-].[Na+:52].P([O-])([O-])([O-])=O.[Na+].[Na+].[Na+]. (2) Given the product [Cl:1][C:2]1[C:3]([C:28]#[N:29])=[CH:4][C:5]2[N:11]([CH:12]3[CH2:17][CH2:16][N:15]([C@H:18]4[CH2:23][CH2:22][C@H:21]([O:24][CH2:25][CH3:26])[CH2:20][CH2:19]4)[CH2:14][CH2:13]3)[C:9](=[O:10])[NH:8][C:6]=2[CH:7]=1, predict the reactants needed to synthesize it. The reactants are: [Cl:1][C:2]1[C:3]([C:28]#[N:29])=[CH:4][C:5](I)=[C:6]([NH:8][C:9]([NH:11][CH:12]2[CH2:17][CH2:16][N:15]([C@H:18]3[CH2:23][CH2:22][C@H:21]([O:24][CH2:25][CH3:26])[CH2:20][CH2:19]3)[CH2:14][CH2:13]2)=[O:10])[CH:7]=1.CC(C)([O-])C.[Na+]. (3) Given the product [N:16](=[C:1]1[C:5]2=[C:6]3[C:11](=[CH:12][CH:13]=[C:4]2[NH:3][C:2]1=[O:14])[N:10]=[CH:9][CH:8]=[CH:7]3)[NH2:17], predict the reactants needed to synthesize it. The reactants are: [C:1]1(=O)[C:5]2=[C:6]3[C:11](=[CH:12][CH:13]=[C:4]2[NH:3][C:2]1=[O:14])[N:10]=[CH:9][CH:8]=[CH:7]3.[NH2:16][NH2:17]. (4) Given the product [CH3:34][N:32]1[N:31]=[N:30][C:29]([C:25]2[CH:26]=[C:27]([C:2]3[CH:11]=[CH:10][N:9]=[C:8]4[C:3]=3[CH:4]=[CH:5][C:6]([C:12]([F:15])([F:14])[F:13])=[N:7]4)[CH:28]=[CH:23][CH:24]=2)=[N:33]1, predict the reactants needed to synthesize it. The reactants are: Cl[C:2]1[CH:11]=[CH:10][N:9]=[C:8]2[C:3]=1[CH:4]=[CH:5][C:6]([C:12]([F:15])([F:14])[F:13])=[N:7]2.CC1(C)COB([C:23]2[CH:24]=[C:25]([C:29]3[N:30]=[N:31][N:32]([CH3:34])[N:33]=3)[CH:26]=[CH:27][CH:28]=2)OC1. (5) Given the product [CH2:61]([C@@H:30]([C:29](=[O:68])[NH:28][C@@H:27]([CH2:69][CH:70]([CH3:72])[CH3:71])[C:26](=[O:73])[C@:25]([CH2:74][I:75])([CH3:76])[O:24][C:8](=[O:23])[CH2:9][CH2:10][C:11]([OH:13])=[O:12])[NH:31][C:32](=[O:60])[C@H:33]([CH2:56][CH:57]([CH3:59])[CH3:58])[NH:34][C:35](=[O:55])[C@H:36]([CH2:47][CH2:48][C:49]1[CH:50]=[CH:51][CH:52]=[CH:53][CH:54]=1)[NH:37][C:38](=[O:46])[CH2:39][N:40]1[CH2:41][CH2:42][O:43][CH2:44][CH2:45]1)[C:62]1[CH:63]=[CH:64][CH:65]=[CH:66][CH:67]=1, predict the reactants needed to synthesize it. The reactants are: C(O)(C(F)(F)F)=O.[C:8]([O:24][C@:25]([CH3:76])([CH2:74][I:75])[C:26](=[O:73])[C@H:27]([CH2:69][CH:70]([CH3:72])[CH3:71])[NH:28][C:29](=[O:68])[C@H:30]([CH2:61][C:62]1[CH:67]=[CH:66][CH:65]=[CH:64][CH:63]=1)[NH:31][C:32](=[O:60])[C@H:33]([CH2:56][CH:57]([CH3:59])[CH3:58])[NH:34][C:35](=[O:55])[C@H:36]([CH2:47][CH2:48][C:49]1[CH:54]=[CH:53][CH:52]=[CH:51][CH:50]=1)[NH:37][C:38](=[O:46])[CH2:39][N:40]1[CH2:45][CH2:44][O:43][CH2:42][CH2:41]1)(=[O:23])[CH2:9][CH2:10][C:11]([O:13]CC1C=CC(OC)=CC=1)=[O:12]. (6) The reactants are: [F:1][C:2]([F:33])([F:32])[C:3]1[CH:27]=[C:26]([C:28]([F:31])([F:30])[F:29])[CH:25]=[CH:24][C:4]=1[CH2:5][N:6]1[CH2:11][CH2:10][CH:9](/[CH:12]=[C:13]2/[C:14]([NH:19][CH:20]3[CH2:23][O:22][CH2:21]3)=[N:15][C:16](=[O:18])[S:17]/2)[CH2:8][CH2:7]1.[C:34]([OH:41])(=[O:40])/[CH:35]=[CH:36]/[C:37]([OH:39])=[O:38]. Given the product [C:34]([OH:41])(=[O:40])/[CH:35]=[CH:36]/[C:37]([OH:39])=[O:38].[F:32][C:2]([F:1])([F:33])[C:3]1[CH:27]=[C:26]([C:28]([F:29])([F:30])[F:31])[CH:25]=[CH:24][C:4]=1[CH2:5][N:6]1[CH2:11][CH2:10][CH:9](/[CH:12]=[C:13]2/[C:14]([NH:19][CH:20]3[CH2:21][O:22][CH2:23]3)=[N:15][C:16](=[O:18])[S:17]/2)[CH2:8][CH2:7]1, predict the reactants needed to synthesize it. (7) Given the product [Br:1][C:2]1[CH:10]=[CH:9][C:5]([C:6]([N:21]([O:20][CH3:19])[CH3:22])=[O:7])=[CH:4][CH:3]=1, predict the reactants needed to synthesize it. The reactants are: [Br:1][C:2]1[CH:10]=[CH:9][C:5]([C:6](Cl)=[O:7])=[CH:4][CH:3]=1.C(N(CC)CC)C.Cl.[CH3:19][O:20][NH:21][CH3:22]. (8) Given the product [CH3:28][N:29]([CH3:30])[C:2]([CH3:21])([C:22]1[CH:27]=[N:26][CH:25]=[CH:24][N:23]=1)[CH2:3][N:4]1[C:16]2[CH2:15][CH2:14][N:13]3[CH2:17][CH2:18][CH2:19][CH:12]3[C:11]=2[C:10]2[CH:9]=[C:8]([CH3:20])[CH:7]=[CH:6][C:5]1=2, predict the reactants needed to synthesize it. The reactants are: Cl[C:2]([C:22]1[CH:27]=[N:26][CH:25]=[CH:24][N:23]=1)([CH3:21])[CH2:3][N:4]1[C:16]2[CH2:15][CH2:14][N:13]3[CH2:17][CH2:18][CH2:19][CH:12]3[C:11]=2[C:10]2[CH:9]=[C:8]([CH3:20])[CH:7]=[CH:6][C:5]1=2.[CH3:28][NH:29][CH3:30].